This data is from NCI-60 drug combinations with 297,098 pairs across 59 cell lines. The task is: Regression. Given two drug SMILES strings and cell line genomic features, predict the synergy score measuring deviation from expected non-interaction effect. (1) Drug 1: CC1C(C(=O)NC(C(=O)N2CCCC2C(=O)N(CC(=O)N(C(C(=O)O1)C(C)C)C)C)C(C)C)NC(=O)C3=C4C(=C(C=C3)C)OC5=C(C(=O)C(=C(C5=N4)C(=O)NC6C(OC(=O)C(N(C(=O)CN(C(=O)C7CCCN7C(=O)C(NC6=O)C(C)C)C)C)C(C)C)C)N)C. Drug 2: C1CC(C1)(C(=O)O)C(=O)O.[NH2-].[NH2-].[Pt+2]. Cell line: NCI-H460. Synergy scores: CSS=29.7, Synergy_ZIP=-4.09, Synergy_Bliss=0.990, Synergy_Loewe=-1.90, Synergy_HSA=-1.67. (2) Drug 1: C1=CC(=C2C(=C1NCCNCCO)C(=O)C3=C(C=CC(=C3C2=O)O)O)NCCNCCO. Drug 2: C(CCl)NC(=O)N(CCCl)N=O. Cell line: SK-MEL-2. Synergy scores: CSS=32.7, Synergy_ZIP=-10.1, Synergy_Bliss=-9.03, Synergy_Loewe=-32.9, Synergy_HSA=-8.34. (3) Drug 1: CC1C(C(CC(O1)OC2CC(CC3=C2C(=C4C(=C3O)C(=O)C5=C(C4=O)C(=CC=C5)OC)O)(C(=O)CO)O)N)O.Cl. Drug 2: C1CC(=O)NC(=O)C1N2C(=O)C3=CC=CC=C3C2=O. Cell line: MCF7. Synergy scores: CSS=12.1, Synergy_ZIP=5.10, Synergy_Bliss=9.75, Synergy_Loewe=10.5, Synergy_HSA=10.5.